This data is from Full USPTO retrosynthesis dataset with 1.9M reactions from patents (1976-2016). The task is: Predict the reactants needed to synthesize the given product. Given the product [I:39][C:32]1[C:31]([CH2:30][C:4]2([C:7]([O:9][CH2:10][CH3:11])=[O:8])[CH2:3][CH2:2][N:1]([C:12]([O:14][C:15]([CH3:17])([CH3:16])[CH3:18])=[O:13])[CH2:6][CH2:5]2)=[CH:35][N:34]([CH:36]([CH3:38])[CH3:37])[N:33]=1, predict the reactants needed to synthesize it. The reactants are: [N:1]1([C:12]([O:14][C:15]([CH3:18])([CH3:17])[CH3:16])=[O:13])[CH2:6][CH2:5][CH:4]([C:7]([O:9][CH2:10][CH3:11])=[O:8])[CH2:3][CH2:2]1.C[Si]([N-][Si](C)(C)C)(C)C.[Li+].Br[CH2:30][C:31]1[C:32]([I:39])=[N:33][N:34]([CH:36]([CH3:38])[CH3:37])[CH:35]=1.